This data is from Catalyst prediction with 721,799 reactions and 888 catalyst types from USPTO. The task is: Predict which catalyst facilitates the given reaction. (1) Reactant: [CH2:1]([O:3][C:4](=[O:17])[C:5]([O:8][C:9]1[CH:14]=[CH:13][CH:12]=[C:11]([CH2:15][NH2:16])[CH:10]=1)([CH3:7])[CH3:6])[CH3:2].[C:18](OC(OC(C)(C)C)=O)(OC(C)(C)C)=O.C(=O)([O-])O.[Na+]. Product: [CH2:1]([O:3][C:4](=[O:17])[C:5]([CH3:7])([O:8][C:9]1[CH:14]=[CH:13][CH:12]=[C:11]([CH2:15][NH:16][CH3:18])[CH:10]=1)[CH3:6])[CH3:2]. The catalyst class is: 38. (2) Reactant: [F:1][C:2]1[CH:3]=[C:4]([CH:31]=[CH:32][C:33]=1[F:34])[CH2:5][NH:6][C:7]([C:9]1[C:17]2[C:12](=[CH:13][C:14]([O:18][CH:19]([CH3:21])[CH3:20])=[CH:15][CH:16]=2)[N:11]([CH2:22][C:23]2[CH:28]=[CH:27][CH:26]=[CH:25][N:24]=2)[C:10]=1[CH:29]=[O:30])=[O:8].[CH3:35][Mg+].[Br-]. Product: [F:1][C:2]1[CH:3]=[C:4]([CH:31]=[CH:32][C:33]=1[F:34])[CH2:5][NH:6][C:7]([C:9]1[C:17]2[C:12](=[CH:13][C:14]([O:18][CH:19]([CH3:21])[CH3:20])=[CH:15][CH:16]=2)[N:11]([CH2:22][C:23]2[CH:28]=[CH:27][CH:26]=[CH:25][N:24]=2)[C:10]=1[CH:29]([OH:30])[CH3:35])=[O:8]. The catalyst class is: 57. (3) Reactant: [Cl:1][C:2]1[CH:7]=[CH:6][C:5]([O:8][C:9]2[CH:14]=[CH:13][C:12]([CH2:15][CH2:16][N:17]([CH3:21])[C:18]([NH2:20])=[NH:19])=[CH:11][CH:10]=2)=[CH:4][C:3]=1[C:22]([F:25])([F:24])[F:23].[CH:26]([CH:28]([CH2:33][C:34]1[CH:35]=[N:36][C:37]([O:40][CH3:41])=[N:38][CH:39]=1)[C:29](OC)=O)=[O:27]. Product: [Cl:1][C:2]1[CH:7]=[CH:6][C:5]([O:8][C:9]2[CH:14]=[CH:13][C:12]([CH2:15][CH2:16][N:17]([CH3:21])[C:18]3[NH:20][CH:29]=[C:28]([CH2:33][C:34]4[CH:35]=[N:36][C:37]([O:40][CH3:41])=[N:38][CH:39]=4)[C:26](=[O:27])[N:19]=3)=[CH:11][CH:10]=2)=[CH:4][C:3]=1[C:22]([F:23])([F:24])[F:25]. The catalyst class is: 37. (4) Reactant: [C:1]([BH3-])#N.[Na+].[Cl:5][C:6]1[C:11]([CH2:12][NH:13][CH2:14][C@H:15]([C:17]2[CH:22]=[CH:21][CH:20]=[CH:19][CH:18]=2)[OH:16])=[CH:10][CH:9]=[C:8]([Cl:23])[N:7]=1.C=O.C(O)(=O)C. Product: [Cl:5][C:6]1[C:11]([CH2:12][N:13]([CH3:1])[CH2:14][C@H:15]([C:17]2[CH:18]=[CH:19][CH:20]=[CH:21][CH:22]=2)[OH:16])=[CH:10][CH:9]=[C:8]([Cl:23])[N:7]=1. The catalyst class is: 138. (5) Reactant: C(=O)([O-])[O-].[K+].[K+].[OH:7][C:8]1[CH:12]=[C:11]([CH3:13])[NH:10][N:9]=1.F[C:15]1[CH:20]=[CH:19][C:18]([C:21]([F:24])([F:23])[F:22])=[CH:17][C:16]=1[N+:25]([O-:27])=[O:26].Cl. Product: [CH3:13][C:11]1[NH:10][N:9]=[C:8]([O:7][C:15]2[CH:20]=[CH:19][C:18]([C:21]([F:24])([F:22])[F:23])=[CH:17][C:16]=2[N+:25]([O-:27])=[O:26])[CH:12]=1. The catalyst class is: 3.